Dataset: Catalyst prediction with 721,799 reactions and 888 catalyst types from USPTO. Task: Predict which catalyst facilitates the given reaction. (1) Reactant: [CH3:1][N:2]1[CH:6]=[CH:5][N:4]=[C:3]1[CH:7]=O.[NH2:9][C:10]1[CH:18]=[CH:17][CH:16]=[C:15]2[C:11]=1[CH2:12][O:13][C:14]2=[O:19].S([O-])([O-])(=O)=O.[Mg+2]. Product: [CH3:1][N:2]1[CH:6]=[CH:5][N:4]=[C:3]1/[CH:7]=[N:9]/[C:10]1[CH:18]=[CH:17][CH:16]=[C:15]2[C:11]=1[CH2:12][O:13][C:14]2=[O:19]. The catalyst class is: 10. (2) Reactant: [H-].[Na+].[C:3]([CH2:5]P(=O)(OCC)OCC)#[N:4].[Br:14]Br.[C:16]([O:20][C:21]([N:23]1[CH2:28][CH2:27][C:26](=O)[CH2:25][CH2:24]1)=[O:22])([CH3:19])([CH3:18])[CH3:17]. Product: [C:16]([O:20][C:21]([N:23]1[CH2:28][CH2:27][C:26](=[C:5]([Br:14])[C:3]#[N:4])[CH2:25][CH2:24]1)=[O:22])([CH3:19])([CH3:18])[CH3:17]. The catalyst class is: 1. (3) Reactant: [S:1]1[CH:5]=[CH:4][C:3]2[CH:6]=[CH:7][CH:8]=[CH:9][C:2]1=2.[Li]C(C)(C)C.[CH:15]1[C:20]([CH:21]=[O:22])=[CH:19][C:18]2[O:23][CH2:24][O:25][C:17]=2[CH:16]=1. Product: [S:1]1[C:5]([CH:21]([OH:22])[C:20]2[CH:15]=[CH:16][C:17]3[O:25][CH2:24][O:23][C:18]=3[CH:19]=2)=[CH:4][C:3]2[CH:6]=[CH:7][CH:8]=[CH:9][C:2]1=2. The catalyst class is: 1. (4) Reactant: [Cl:1][C:2]1[C:3]([CH3:12])=[CH:4][C:5]2[O:9][N:8]=[C:7]([NH2:10])[C:6]=2[CH:11]=1.[C:13]([O:17][C:18](O[C:18]([O:17][C:13]([CH3:16])([CH3:15])[CH3:14])=[O:19])=[O:19])([CH3:16])([CH3:15])[CH3:14]. Product: [C:13]([O:17][C:18]([N:10]([C:7]1[C:6]2[CH:11]=[C:2]([Cl:1])[C:3]([CH3:12])=[CH:4][C:5]=2[O:9][N:8]=1)[C:18](=[O:19])[O:17][C:13]([CH3:16])([CH3:15])[CH3:14])=[O:19])([CH3:16])([CH3:15])[CH3:14]. The catalyst class is: 172. (5) Reactant: [H-].[Na+].[CH3:3][O:4][C:5]1[CH:12]=[CH:11][C:8]([CH2:9][OH:10])=[CH:7][CH:6]=1.C1OCCOCCOCCOCCOC1.[Cl:28][C:29]1[CH:38]=[C:37](Cl)[C:36]2[C:31](=[C:32]([CH3:42])[C:33]([O:40][CH3:41])=[CH:34][CH:35]=2)[N:30]=1. Product: [Cl:28][C:29]1[CH:38]=[C:37]([O:10][CH2:9][C:8]2[CH:11]=[CH:12][C:5]([O:4][CH3:3])=[CH:6][CH:7]=2)[C:36]2[C:31](=[C:32]([CH3:42])[C:33]([O:40][CH3:41])=[CH:34][CH:35]=2)[N:30]=1. The catalyst class is: 18. (6) Reactant: CN(C=O)C.S(Cl)([Cl:8])=O.N1C=CC=CC=1.[CH2:16]([O:25][C:26]1[CH:27]=[C:28]([CH:31]=[C:32]([O:34][CH2:35][CH2:36][CH2:37][CH2:38][CH2:39][CH2:40][CH2:41][CH2:42][CH3:43])[CH:33]=1)[CH2:29]O)[CH2:17][CH2:18][CH2:19][CH2:20][CH2:21][CH2:22][CH2:23][CH3:24]. Product: [CH2:16]([O:25][C:26]1[CH:27]=[C:28]([CH:31]=[C:32]([O:34][CH2:35][CH2:36][CH2:37][CH2:38][CH2:39][CH2:40][CH2:41][CH2:42][CH3:43])[CH:33]=1)[CH2:29][Cl:8])[CH2:17][CH2:18][CH2:19][CH2:20][CH2:21][CH2:22][CH2:23][CH3:24]. The catalyst class is: 4. (7) Reactant: CC([N:5]([CH2:9][CH2:10][NH:11][S:12]([C:15]1[CH:20]=[CH:19][C:18]([C:21]2[CH:26]=[CH:25][N:24]=[C:23]3[NH:27][C:28]([CH:30]=O)=[CH:29][C:22]=23)=[CH:17][CH:16]=1)(=[O:14])=[O:13])C(=O)[O-])(C)C.[CH2:32]([NH:34]CC)[CH3:33].C(O[BH-](O[C:47](=O)[CH3:48])OC(=O)C)(=O)C.[Na+]. Product: [NH2:5][CH2:9][CH2:10][NH:11][S:12]([C:15]1[CH:20]=[CH:19][C:18]([C:21]2[CH:26]=[CH:25][N:24]=[C:23]3[NH:27][C:28]([CH2:30][N:34]([CH2:47][CH3:48])[CH2:32][CH3:33])=[CH:29][C:22]=23)=[CH:17][CH:16]=1)(=[O:13])=[O:14]. The catalyst class is: 1.